This data is from Full USPTO retrosynthesis dataset with 1.9M reactions from patents (1976-2016). The task is: Predict the reactants needed to synthesize the given product. (1) The reactants are: [CH3:1][O:2][C:3]1[CH:8]=[CH:7][C:6]([C:9](=O)[CH2:10][CH2:11][C:12]([C:14]2[CH:19]=[CH:18][CH:17]=[CH:16][CH:15]=2)=O)=[CH:5][CH:4]=1.[NH2:21][CH2:22][C:23]([OH:25])=[O:24]. Given the product [CH3:1][O:2][C:3]1[CH:8]=[CH:7][C:6]([C:9]2[N:21]([CH2:22][C:23]([OH:25])=[O:24])[C:12]([C:14]3[CH:19]=[CH:18][CH:17]=[CH:16][CH:15]=3)=[CH:11][CH:10]=2)=[CH:5][CH:4]=1, predict the reactants needed to synthesize it. (2) Given the product [NH:6]1[C:2]2=[CH:25][NH:24][C:11]3([CH2:12][CH2:13][N:14]([C:17]([O:19][C:20]([CH3:22])([CH3:23])[CH3:21])=[O:18])[CH2:15][CH2:16]3)[CH2:10][CH:3]2[CH2:4][NH:5]1, predict the reactants needed to synthesize it. The reactants are: Br[C:2]1[N:6](C(C)C)[N:5]=[CH:4][C:3]=1[CH2:10][C:11]1([N:24]=[C:25]=O)[CH2:16][CH2:15][N:14]([C:17]([O:19][C:20]([CH3:23])([CH3:22])[CH3:21])=[O:18])[CH2:13][CH2:12]1.C([Li])(C)(C)C. (3) Given the product [CH3:1][C@H:2]1[CH2:3][N:4]([C:9]2[N:10]=[C:20]([C@H:22]3[CH2:26][CH2:25][CH2:24][O:23]3)[C:15]([C:16]([O:18][CH3:19])=[O:17])=[CH:14][N:11]=2)[CH2:5][C@@H:6]([CH3:8])[O:7]1, predict the reactants needed to synthesize it. The reactants are: [CH3:1][C@H:2]1[O:7][C@@H:6]([CH3:8])[CH2:5][N:4]([C:9](=[NH:11])[NH2:10])[CH2:3]1.CN(C)/[CH:14]=[C:15](/[C:20]([C@H:22]1[CH2:26][CH2:25][CH2:24][O:23]1)=O)\[C:16]([O:18][CH3:19])=[O:17].C([O-])(=O)C.[Na+].O. (4) Given the product [F:6][C:7]1[CH:12]=[CH:11][C:10]([C:13]2[CH:14]=[C:15]([CH2:21][C:22]3[CH:27]=[N:26][C:25]([CH2:28][C:29]([NH2:30])=[O:1])=[N:24][CH:23]=3)[CH:16]=[N:17][C:18]=2[O:19][CH3:20])=[CH:9][CH:8]=1, predict the reactants needed to synthesize it. The reactants are: [OH:1]S(O)(=O)=O.[F:6][C:7]1[CH:12]=[CH:11][C:10]([C:13]2[CH:14]=[C:15]([CH2:21][C:22]3[CH:23]=[N:24][C:25]([CH2:28][C:29]#[N:30])=[N:26][CH:27]=3)[CH:16]=[N:17][C:18]=2[O:19][CH3:20])=[CH:9][CH:8]=1.